From a dataset of Reaction yield outcomes from USPTO patents with 853,638 reactions. Predict the reaction yield, written as a fraction of the theoretical maximum amount of product (1.0 means a 100% yield; for example, 0.34 means a 34% yield). (1) The reactants are [N:1]1([CH2:10][C:11]([O:13]C(C)(C)C)=[O:12])[C:9]2[C:4](=[N:5][CH:6]=[CH:7][CH:8]=2)[CH:3]=[N:2]1. The catalyst is Cl. The product is [N:1]1([CH2:10][C:11]([OH:13])=[O:12])[C:9]2[C:4](=[N:5][CH:6]=[CH:7][CH:8]=2)[CH:3]=[N:2]1. The yield is 0.600. (2) The reactants are [NH:1]1[CH2:9][CH2:8][CH:4]([C:5]([OH:7])=[O:6])[CH2:3][CH2:2]1.[OH-].[Na+].[C:12](O[C:12]([O:14][C:15]([CH3:18])([CH3:17])[CH3:16])=[O:13])([O:14][C:15]([CH3:18])([CH3:17])[CH3:16])=[O:13]. The catalyst is C1COCC1.O.C(OCC)(=O)C. The product is [C:12]([N:1]1[CH2:9][CH2:8][CH:4]([C:5]([OH:7])=[O:6])[CH2:3][CH2:2]1)([O:14][C:15]([CH3:18])([CH3:17])[CH3:16])=[O:13]. The yield is 0.900. (3) The reactants are [CH3:1][O:2][CH2:3][C:4]1[CH:9]=[C:8]([CH3:10])[NH:7][C:6](=[O:11])[C:5]=1[C:12]#[N:13].N. The yield is 0.800. The catalyst is CO.[Ni]. The product is [NH2:13][CH2:12][C:5]1[C:6](=[O:11])[NH:7][C:8]([CH3:10])=[CH:9][C:4]=1[CH2:3][O:2][CH3:1]. (4) The reactants are [NH2:1][N:2]1[C:7](=[O:8])[C:6]([C:9]2[NH:14][C:13]3[CH:15]=[CH:16][CH:17]=[CH:18][C:12]=3[S:11](=[O:20])(=[O:19])[N:10]=2)=[C:5]([OH:21])[C:4]2[S:22][CH:23]=[CH:24][C:3]1=2.[CH:25](=O)[C:26]1[CH:31]=[CH:30][N:29]=[CH:28][CH:27]=1. The catalyst is CN(C)C(=O)C. The product is [O:19]=[S:11]1(=[O:20])[C:12]2[CH:18]=[CH:17][CH:16]=[CH:15][C:13]=2[NH:14][C:9]([C:6]2[C:7](=[O:8])[N:2]([N:1]=[CH:25][C:26]3[CH:31]=[CH:30][N:29]=[CH:28][CH:27]=3)[C:3]3[CH:24]=[CH:23][S:22][C:4]=3[C:5]=2[OH:21])=[N:10]1. The yield is 0.760. (5) The reactants are [C:1]1([CH:11]=O)[C:10]2[C:5](=[CH:6][CH:7]=[CH:8][CH:9]=2)[CH:4]=[CH:3][CH:2]=1.[CH3:13][C:14]([CH3:16])=[O:15].[OH-].[Na+].O. The catalyst is C(O)C. The product is [C:1]1([CH:11]=[CH:13][C:14](=[O:15])[CH:16]=[CH:11][C:1]2[C:10]3[C:5](=[CH:6][CH:7]=[CH:8][CH:9]=3)[CH:4]=[CH:3][CH:2]=2)[C:10]2[C:5](=[CH:6][CH:7]=[CH:8][CH:9]=2)[CH:4]=[CH:3][CH:2]=1. The yield is 0.380. (6) The reactants are [CH3:1][O:2][C:3]1[CH:11]=[CH:10][C:6]([C:7]([OH:9])=O)=[CH:5][CH:4]=1.S(Cl)(Cl)=O.[CH3:16][O:17][C:18]1[CH:19]=[CH:20][C:21]2[CH:25]=[C:24]([C:26]3[CH:31]=[CH:30][C:29]([O:32][CH3:33])=[CH:28][CH:27]=3)[S:23][C:22]=2[CH:34]=1.[Cl-].[Al+3].[Cl-].[Cl-]. The catalyst is CN(C)C=O.O1CCCC1.C(Cl)(Cl)Cl. The product is [CH3:16][O:17][C:18]1[CH:19]=[CH:20][C:21]2[C:25]([C:7]([C:6]3[CH:5]=[CH:4][C:3]([O:2][CH3:1])=[CH:11][CH:10]=3)=[O:9])=[C:24]([C:26]3[CH:27]=[CH:28][C:29]([O:32][CH3:33])=[CH:30][CH:31]=3)[S:23][C:22]=2[CH:34]=1. The yield is 0.390.